This data is from Forward reaction prediction with 1.9M reactions from USPTO patents (1976-2016). The task is: Predict the product of the given reaction. (1) Given the reactants Cl[CH2:2][C:3]#[N:4].[NH2:5][C:6]1[C:11]2[O:12][CH2:13][CH2:14][O:15][C:10]=2[C:9]([C:16]([O:18][CH2:19][CH:20]2[CH2:25][CH2:24][NH:23][CH2:22][CH2:21]2)=[O:17])=[CH:8][C:7]=1[Cl:26], predict the reaction product. The product is: [NH2:5][C:6]1[C:11]2[O:12][CH2:13][CH2:14][O:15][C:10]=2[C:9]([C:16]([O:18][CH2:19][CH:20]2[CH2:21][CH2:22][N:23]([CH2:2][C:3]#[N:4])[CH2:24][CH2:25]2)=[O:17])=[CH:8][C:7]=1[Cl:26]. (2) Given the reactants [CH:1]1[CH:6]=[CH:5][C:4]([CH:7]([NH2:14])[C:8]2[CH:13]=[CH:12][CH:11]=[CH:10][CH:9]=2)=[CH:3][CH:2]=1.C(N(CC)CC)C.Br[CH2:23][C:24]([O:26][CH2:27][CH3:28])=[O:25], predict the reaction product. The product is: [CH:7]([NH:14][CH2:23][C:24]([O:26][CH2:27][CH3:28])=[O:25])([C:4]1[CH:5]=[CH:6][CH:1]=[CH:2][CH:3]=1)[C:8]1[CH:13]=[CH:12][CH:11]=[CH:10][CH:9]=1. (3) Given the reactants C[O:2][C:3]([C:5]1[CH:10]=[CH:9][C:8]([C:11]2[CH:16]=[C:15]([O:17][CH3:18])[CH:14]=[CH:13][C:12]=2[F:19])=[C:7]([CH:20]([O:26][CH3:27])[C:21]([CH3:25])([CH3:24])[CH:22]=[CH2:23])[CH:6]=1)=O.CC(C1C=C(CO)C=CC=1C1C=C(OC)C=CC=1F)(C)C, predict the reaction product. The product is: [F:19][C:12]1[CH:13]=[CH:14][C:15]([O:17][CH3:18])=[CH:16][C:11]=1[C:8]1[CH:9]=[CH:10][C:5]([CH2:3][OH:2])=[CH:6][C:7]=1[CH:20]([O:26][CH3:27])[C:21]([CH3:24])([CH3:25])[CH:22]=[CH2:23]. (4) Given the reactants [NH2:1][C:2]1[N:7]=[CH:6][N:5]=[C:4]2[N:8]([CH:33]3[CH2:37][CH:36]([OH:38])[CH:35]=[CH:34]3)[N:9]=[C:10]([C:11]3[CH:16]=[CH:15][C:14]([NH:17][C:18](=[O:30])[C:19]4[CH:24]=[CH:23][C:22]([C:25]([F:28])([F:27])[F:26])=[CH:21][C:20]=4[F:29])=[C:13]([O:31][CH3:32])[CH:12]=3)[C:3]=12.[H][H], predict the reaction product. The product is: [NH2:1][C:2]1[N:7]=[CH:6][N:5]=[C:4]2[N:8]([CH:33]3[CH2:34][CH2:35][CH:36]([OH:38])[CH2:37]3)[N:9]=[C:10]([C:11]3[CH:16]=[CH:15][C:14]([NH:17][C:18](=[O:30])[C:19]4[CH:24]=[CH:23][C:22]([C:25]([F:27])([F:28])[F:26])=[CH:21][C:20]=4[F:29])=[C:13]([O:31][CH3:32])[CH:12]=3)[C:3]=12. (5) Given the reactants [C:1]1(=[O:7])[CH2:5][CH2:4][C:3](=O)[CH2:2]1.[CH3:8][C:9]1[C:17]2[C:12](=[CH:13][CH:14]=[C:15]([CH:18]=O)[CH:16]=2)[NH:11][N:10]=1.N1CCCCC1.[NH2:26][C:27]([CH3:31])=[CH:28][C:29]#[N:30], predict the reaction product. The product is: [CH3:31][C:27]1[NH:26][C:3]2[CH2:4][CH2:5][C:1](=[O:7])[C:2]=2[CH:18]([C:15]2[CH:16]=[C:17]3[C:12](=[CH:13][CH:14]=2)[NH:11][N:10]=[C:9]3[CH3:8])[C:28]=1[C:29]#[N:30].